Dataset: Full USPTO retrosynthesis dataset with 1.9M reactions from patents (1976-2016). Task: Predict the reactants needed to synthesize the given product. (1) Given the product [F:6][C:7]1[CH:12]=[C:11]([F:13])[CH:10]=[CH:9][C:8]=1[N:14]1[C:15](=[O:16])[C:17]2[CH:18]=[C:19]([C:24]3[CH:29]=[CH:28][C:27]([F:30])=[CH:26][C:25]=3[F:31])[CH:20]=[CH:21][C:5]=2[O:4][C:2]1=[O:3], predict the reactants needed to synthesize it. The reactants are: Cl[C:2]([O:4][CH3:5])=[O:3].[F:6][C:7]1[CH:12]=[C:11]([F:13])[CH:10]=[CH:9][C:8]=1[NH:14][C:15]([C:17]1[CH:18]=[C:19]([C:24]2[CH:29]=[CH:28][C:27]([F:30])=[CH:26][C:25]=2[F:31])[CH:20]=[CH:21]C=1O)=[O:16].Cl. (2) Given the product [CH2:23]([O:22][C:20]([N:16]1[CH2:17][CH2:18][CH2:19][C:15]1([C:30]1[O:1][C:2]2[C:3](=[C:4]([C:5]([OH:7])=[O:6])[CH:8]=[CH:9][CH:10]=2)[N:11]=1)[CH3:13])=[O:21])[C:24]1[CH:25]=[CH:26][CH:27]=[CH:28][CH:29]=1, predict the reactants needed to synthesize it. The reactants are: [OH:1][C:2]1[CH:10]=[CH:9][CH:8]=[C:4]([C:5]([OH:7])=[O:6])[C:3]=1[NH2:11].Cl[C:13]([C:15]1([CH3:30])[CH2:19][CH2:18][CH2:17][N:16]1[C:20]([O:22][CH2:23][C:24]1[CH:29]=[CH:28][CH:27]=[CH:26][CH:25]=1)=[O:21])=O. (3) Given the product [NH:1]1[C:9]2[C:4](=[C:5]([C:10]3[N:11]=[C:12]([N:22]4[CH2:27][CH2:26][O:25][CH2:24][CH2:23]4)[C:13]4[S:18][C:17]([C:19]([N:28]5[CH2:33][CH2:32][O:31][CH2:30][CH2:29]5)=[O:21])=[CH:16][C:14]=4[N:15]=3)[CH:6]=[CH:7][CH:8]=2)[CH:3]=[N:2]1, predict the reactants needed to synthesize it. The reactants are: [NH:1]1[C:9]2[C:4](=[C:5]([C:10]3[N:11]=[C:12]([N:22]4[CH2:27][CH2:26][O:25][CH2:24][CH2:23]4)[C:13]4[S:18][C:17]([C:19]([OH:21])=O)=[CH:16][C:14]=4[N:15]=3)[CH:6]=[CH:7][CH:8]=2)[CH:3]=[N:2]1.[NH:28]1[CH2:33][CH2:32][O:31][CH2:30][CH2:29]1.